Dataset: Forward reaction prediction with 1.9M reactions from USPTO patents (1976-2016). Task: Predict the product of the given reaction. (1) Given the reactants FC(F)(F)C(O)=O.[NH2:8][C@@H:9]([CH3:44])[C:10]([NH:12][C@@H:13]([CH2:37][C:38]1[CH:43]=[CH:42][CH:41]=[CH:40][CH:39]=1)[C:14]([NH:16][C@@H:17]([CH2:30][C:31]1[CH:36]=[CH:35][CH:34]=[CH:33][CH:32]=1)[C:18](=[O:29])[C:19]([NH:21][CH2:22][C:23]1[CH:28]=[CH:27][CH:26]=[CH:25][CH:24]=1)=[O:20])=[O:15])=[O:11].[CH3:45][N:46]1[C:50]([C:51](O)=[O:52])=[CH:49][C:48]([C:54]([F:57])([F:56])[F:55])=[N:47]1.CN(C(ON1N=NC2C=CC=NC1=2)=[N+](C)C)C.F[P-](F)(F)(F)(F)F.C(N(CC)C(C)C)(C)C, predict the reaction product. The product is: [CH2:30]([C@H:17]([NH:16][C:14]([C@@H:13]([NH:12][C:10]([C@@H:9]([NH:8][C:51]([C:50]1[N:46]([CH3:45])[N:47]=[C:48]([C:54]([F:57])([F:55])[F:56])[CH:49]=1)=[O:52])[CH3:44])=[O:11])[CH2:37][C:38]1[CH:43]=[CH:42][CH:41]=[CH:40][CH:39]=1)=[O:15])[C:18]([C:19](=[O:20])[NH:21][CH2:22][C:23]1[CH:24]=[CH:25][CH:26]=[CH:27][CH:28]=1)=[O:29])[C:31]1[CH:36]=[CH:35][CH:34]=[CH:33][CH:32]=1. (2) Given the reactants [CH2:1]([NH:3][C:4]1[CH:9]=[CH:8][CH:7]=[CH:6][CH:5]=1)[CH3:2].C(N(CC)CC)C.Br[CH2:18][CH2:19][CH2:20][C:21]([O:23][CH2:24][CH3:25])=[O:22], predict the reaction product. The product is: [CH2:1]([N:3]([C:4]1[CH:9]=[CH:8][CH:7]=[CH:6][CH:5]=1)[CH2:18][CH2:19][CH2:20][C:21]([O:23][CH2:24][CH3:25])=[O:22])[CH3:2]. (3) Given the reactants Br[CH2:2][C:3]1[CH:23]=[CH:22][C:6]2[S:7][CH:8]=[C:9]([C:10]3[CH:15]=[CH:14][CH:13]=[C:12]([O:16][CH2:17][CH2:18][O:19][CH3:20])[C:11]=3[CH3:21])[C:5]=2[CH:4]=1.[OH:24][C:25]1[N:30]=[CH:29][C:28]([C@@H:31]([C:38]#[C:39][CH3:40])[CH2:32][C:33]([O:35][CH2:36][CH3:37])=[O:34])=[CH:27][CH:26]=1, predict the reaction product. The product is: [CH3:20][O:19][CH2:18][CH2:17][O:16][C:12]1[C:11]([CH3:21])=[C:10]([C:9]2[C:5]3[CH:4]=[C:3]([CH2:2][O:24][C:25]4[N:30]=[CH:29][C:28]([C@@H:31]([C:38]#[C:39][CH3:40])[CH2:32][C:33]([O:35][CH2:36][CH3:37])=[O:34])=[CH:27][CH:26]=4)[CH:23]=[CH:22][C:6]=3[S:7][CH:8]=2)[CH:15]=[CH:14][CH:13]=1. (4) The product is: [Br:21][C:16]1[CH:17]=[CH:18][CH:19]=[CH:20][C:15]=1[C:10]1[CH:9]=[C:8]([CH3:22])[C:7]2[C:12](=[CH:13][CH:14]=[C:5]([C:3]([OH:4])=[O:2])[CH:6]=2)[N:11]=1. Given the reactants C[O:2][C:3]([C:5]1[CH:6]=[C:7]2[C:12](=[CH:13][CH:14]=1)[N:11]=[C:10]([C:15]1[CH:20]=[CH:19][CH:18]=[CH:17][C:16]=1[Br:21])[CH:9]=[C:8]2[CH3:22])=[O:4], predict the reaction product. (5) Given the reactants [F:1][C:2]([F:23])([F:22])[O:3][C:4]1[CH:9]=[CH:8][C:7]2[C:10]3([CH2:20][O:21][C:6]=2[CH:5]=1)[C:18]1[C:13](=[CH:14][CH:15]=[CH:16][CH:17]=1)[NH:12][C:11]3=[O:19].BrC1C=CC=C2C=1[C:27]1([C:38]3=[CH:39][C:40]4O[CH2:43][O:42][C:41]=4[CH:45]=[C:37]3OC1)C(=O)N2.COC1C=CC(CCl)=CC=1.BrCC1OC(C(F)(F)F)=CC=1, predict the reaction product. The product is: [CH3:43][O:42][C:41]1[CH:45]=[CH:37][C:38]([CH2:27][N:12]2[C:13]3[C:18](=[CH:17][CH:16]=[CH:15][CH:14]=3)[C:10]3([C:7]4[CH:8]=[CH:9][C:4]([O:3][C:2]([F:1])([F:22])[F:23])=[CH:5][C:6]=4[O:21][CH2:20]3)[C:11]2=[O:19])=[CH:39][CH:40]=1.